This data is from Full USPTO retrosynthesis dataset with 1.9M reactions from patents (1976-2016). The task is: Predict the reactants needed to synthesize the given product. Given the product [CH2:1]1[C:10]2[C:5](=[CH:6][CH:7]=[CH:8][CH:9]=2)[CH2:4][CH2:3][N:2]1[CH2:11][CH:12]([OH:38])[CH2:13][NH:14][C:15](=[O:16])[C:17]1[CH:37]=[CH:36][CH:35]=[C:19]([CH2:20][NH:21][CH:29]2[CH2:34][CH2:33][O:32][CH2:31][CH2:30]2)[CH:18]=1, predict the reactants needed to synthesize it. The reactants are: [CH2:1]1[C:10]2[C:5](=[CH:6][CH:7]=[CH:8][CH:9]=2)[CH2:4][CH2:3][N:2]1[CH2:11][CH:12]([OH:38])[CH2:13][NH:14][C:15]([C:17]1[CH:18]=[C:19]([CH:35]=[CH:36][CH:37]=1)[CH2:20][N:21]([CH:29]1[CH2:34][CH2:33][O:32][CH2:31][CH2:30]1)C(=O)OC(C)(C)C)=[O:16].C(O)(C(F)(F)F)=O.